Dataset: Reaction yield outcomes from USPTO patents with 853,638 reactions. Task: Predict the reaction yield, written as a fraction of the theoretical maximum amount of product (1.0 means a 100% yield; for example, 0.34 means a 34% yield). The reactants are Cl[C:2]1[C:7]([NH:8][C:9](=[O:18])[C:10]2[CH:15]=[CH:14][C:13]([O:16][CH3:17])=[CH:12][CH:11]=2)=[CH:6][CH:5]=[C:4]([Cl:19])[N:3]=1.C([O-])([O-])=O.[K+].[K+].O. The catalyst is CN(C=O)C. The product is [Cl:19][C:4]1[N:3]=[C:2]2[O:18][C:9]([C:10]3[CH:15]=[CH:14][C:13]([O:16][CH3:17])=[CH:12][CH:11]=3)=[N:8][C:7]2=[CH:6][CH:5]=1. The yield is 0.591.